From a dataset of Catalyst prediction with 721,799 reactions and 888 catalyst types from USPTO. Predict which catalyst facilitates the given reaction. Reactant: Br[C:2]1[CH:3]=[C:4]([NH:9][S:10]([C:13]2[CH:18]=[CH:17][C:16]([F:19])=[CH:15][CH:14]=2)(=[O:12])=[O:11])[C:5]([Cl:8])=[N:6][CH:7]=1.B1(B2OC(C)(C)C(C)(C)O2)OC(C)(C)C(C)(C)O1.C([O-])(=O)C.[K+].CN(C=O)C.Cl[C:49]1[CH:50]=[CH:51][C:52]2[N:53]([CH:55]=[C:56]([NH:58][C:59](=[O:61])[CH3:60])[N:57]=2)[N:54]=1.C(=O)([O-])[O-].[Na+].[Na+]. Product: [Cl:8][C:5]1[N:6]=[CH:7][C:2]([C:49]2[CH:50]=[CH:51][C:52]3[N:53]([CH:55]=[C:56]([NH:58][C:59](=[O:61])[CH3:60])[N:57]=3)[N:54]=2)=[CH:3][C:4]=1[NH:9][S:10]([C:13]1[CH:18]=[CH:17][C:16]([F:19])=[CH:15][CH:14]=1)(=[O:12])=[O:11]. The catalyst class is: 294.